Dataset: Peptide-MHC class I binding affinity with 185,985 pairs from IEDB/IMGT. Task: Regression. Given a peptide amino acid sequence and an MHC pseudo amino acid sequence, predict their binding affinity value. This is MHC class I binding data. The peptide sequence is AAAAYAAAAM. The MHC is H-2-Db with pseudo-sequence H-2-Db. The binding affinity (normalized) is 0.0641.